Dataset: Peptide-MHC class I binding affinity with 185,985 pairs from IEDB/IMGT. Task: Regression. Given a peptide amino acid sequence and an MHC pseudo amino acid sequence, predict their binding affinity value. This is MHC class I binding data. (1) The binding affinity (normalized) is 0.501. The peptide sequence is FVHSGFIYF. The MHC is HLA-B15:01 with pseudo-sequence HLA-B15:01. (2) The peptide sequence is SVAGSCNNY. The binding affinity (normalized) is 0.201. The MHC is HLA-A68:02 with pseudo-sequence HLA-A68:02. (3) The peptide sequence is YHDPETAAA. The MHC is HLA-A66:01 with pseudo-sequence HLA-A66:01. The binding affinity (normalized) is 0.213. (4) The peptide sequence is EETLLTTWL. The MHC is HLA-A68:02 with pseudo-sequence HLA-A68:02. The binding affinity (normalized) is 0.0847. (5) The peptide sequence is SPLHVFVAV. The MHC is HLA-B15:01 with pseudo-sequence HLA-B15:01. The binding affinity (normalized) is 0.0847. (6) The MHC is HLA-A68:01 with pseudo-sequence HLA-A68:01. The binding affinity (normalized) is 0.560. The peptide sequence is TLVPVLEKK. (7) The peptide sequence is AIIAIVFVF. The MHC is HLA-A32:01 with pseudo-sequence HLA-A32:01. The binding affinity (normalized) is 0.117. (8) The peptide sequence is KFKRKLMYV. The MHC is HLA-B27:05 with pseudo-sequence HLA-B27:05. The binding affinity (normalized) is 0.0847. (9) The peptide sequence is GEGPGINPI. The MHC is HLA-B27:05 with pseudo-sequence HLA-B27:05. The binding affinity (normalized) is 0.213. (10) The peptide sequence is RPTHKPVTL. The MHC is HLA-B57:01 with pseudo-sequence HLA-B57:01. The binding affinity (normalized) is 0.213.